This data is from Forward reaction prediction with 1.9M reactions from USPTO patents (1976-2016). The task is: Predict the product of the given reaction. (1) Given the reactants [NH:1]1[CH2:6][CH2:5][CH:4]([NH:7][C:8](=[O:14])[O:9][C:10]([CH3:13])([CH3:12])[CH3:11])[CH2:3][CH2:2]1.C([N:32]=[C:33]=[S:34])(OCC1C2C(=CC=CC=2)C2C1=CC=CC=2)=O, predict the reaction product. The product is: [NH2:32][C:33]([N:1]1[CH2:2][CH2:3][CH:4]([NH:7][C:8](=[O:14])[O:9][C:10]([CH3:11])([CH3:13])[CH3:12])[CH2:5][CH2:6]1)=[S:34]. (2) Given the reactants [C:1]1([C:7](B(O)O)=[CH2:8])[CH:6]=[CH:5][CH:4]=[CH:3][CH:2]=1.[NH2:12][C:13]1[C:14]2[CH:29]=[C:28](Br)[S:27][C:15]=2[N:16]=[C:17]([C:19]2[CH:20]=[C:21]([CH:24]=[CH:25][CH:26]=2)[C:22]#[N:23])[N:18]=1.BrC1SC2N=C(C3C=CC=CC=3)N=C(N)C=2C=1, predict the reaction product. The product is: [NH2:12][C:13]1[C:14]2[CH:29]=[C:28]([C:7]([C:1]3[CH:6]=[CH:5][CH:4]=[CH:3][CH:2]=3)=[CH2:8])[S:27][C:15]=2[N:16]=[C:17]([C:19]2[CH:20]=[C:21]([CH:24]=[CH:25][CH:26]=2)[C:22]#[N:23])[N:18]=1. (3) Given the reactants C([Si](CC)(CC)[C:4]1[NH:12][C:7]2=[CH:8][N:9]=[CH:10][CH:11]=[C:6]2[C:5]=1[CH2:13][CH2:14][OH:15])C.CCCC[N+](CCCC)(CCCC)CCCC.[F-].O, predict the reaction product. The product is: [NH:12]1[C:7]2=[CH:8][N:9]=[CH:10][CH:11]=[C:6]2[C:5]([CH2:13][CH2:14][OH:15])=[CH:4]1. (4) Given the reactants [C:1]([C:5]1[CH:10]=[CH:9][C:8]([CH2:11][CH2:12][OH:13])=[CH:7][CH:6]=1)([CH3:4])([CH3:3])[CH3:2].[H-].[Na+].Cl[C:17]1[C:26]2[C:21](=[CH:22][CH:23]=[CH:24][CH:25]=2)[NH:20][C:19](=[O:27])[N:18]=1.O, predict the reaction product. The product is: [C:1]([C:5]1[CH:6]=[CH:7][C:8]([CH2:11][CH2:12][O:13][C:17]2[C:26]3[C:21](=[CH:22][CH:23]=[CH:24][CH:25]=3)[NH:20][C:19](=[O:27])[N:18]=2)=[CH:9][CH:10]=1)([CH3:4])([CH3:2])[CH3:3].